Task: Predict the reactants needed to synthesize the given product.. Dataset: Full USPTO retrosynthesis dataset with 1.9M reactions from patents (1976-2016) (1) The reactants are: [CH2:1]([O:3][C:4]([C:6]1[S:16][C:9]2[N:10]=[C:11]([NH2:15])[N:12]=[C:13](Cl)[C:8]=2[CH:7]=1)=[O:5])[CH3:2].[CH3:17][C:18]1[CH:25]=[CH:24][C:21]([CH:22]=[O:23])=[CH:20][C:19]=1B1OC(C)(C)C(C)(C)O1.C(=O)([O-])O.[Na+].CN(C=O)C. Given the product [CH2:1]([O:3][C:4]([C:6]1[S:16][C:9]2[N:10]=[C:11]([NH2:15])[N:12]=[C:13]([C:25]3[CH:24]=[C:21]([CH:22]=[O:23])[CH:20]=[CH:19][C:18]=3[CH3:17])[C:8]=2[CH:7]=1)=[O:5])[CH3:2], predict the reactants needed to synthesize it. (2) Given the product [CH3:9][O:10][CH2:11][CH:12]1[CH2:16][CH2:15][CH2:14][N:13]1[C:2]1[N:7]=[C:6]([NH2:8])[CH:5]=[CH:4][CH:3]=1, predict the reactants needed to synthesize it. The reactants are: F[C:2]1[N:7]=[C:6]([NH2:8])[CH:5]=[CH:4][CH:3]=1.[CH3:9][O:10][CH2:11][CH:12]1[CH2:16][CH2:15][CH2:14][NH:13]1. (3) Given the product [C:1]([C:3]1[CH:7]=[CH:6][S:5][C:4]=1[NH:8][C:9](=[O:15])/[CH:10]=[CH:11]\[C:12](=[O:14])[N:28]1[CH:32]=[CH:31][CH:30]=[N:29]1)#[N:2], predict the reactants needed to synthesize it. The reactants are: [C:1]([C:3]1[CH:7]=[CH:6][S:5][C:4]=1[NH:8][C:9](=[O:15])/[CH:10]=[CH:11]\[C:12]([OH:14])=O)#[N:2].CCN(CC)CC.ClC(OC)=O.[NH:28]1[CH:32]=[CH:31][CH:30]=[N:29]1.